Dataset: Reaction yield outcomes from USPTO patents with 853,638 reactions. Task: Predict the reaction yield, written as a fraction of the theoretical maximum amount of product (1.0 means a 100% yield; for example, 0.34 means a 34% yield). (1) The reactants are [CH3:1][N:2]([CH3:41])[C:3]([CH:5]1[CH2:10][CH2:9][CH2:8][N:7]([C:11]2[N:12]=[C:13]3[CH:30]=[C:29](/[CH:31]=[CH:32]/[C:33]4[S:34][CH:35]=[C:36]([CH:38]([CH3:40])[CH3:39])[N:37]=4)[CH:28]=[CH:27][N:14]3[C:15](=[O:26])[C:16]=2/[CH:17]=[CH:18]/[C:19]([O:21]C(C)(C)C)=[O:20])[CH2:6]1)=[O:4].FC(F)(F)C(O)=O. No catalyst specified. The product is [CH3:41][N:2]([CH3:1])[C:3]([CH:5]1[CH2:10][CH2:9][CH2:8][N:7]([C:11]2[N:12]=[C:13]3[CH:30]=[C:29](/[CH:31]=[CH:32]/[C:33]4[S:34][CH:35]=[C:36]([CH:38]([CH3:39])[CH3:40])[N:37]=4)[CH:28]=[CH:27][N:14]3[C:15](=[O:26])[C:16]=2/[CH:17]=[CH:18]/[C:19]([OH:21])=[O:20])[CH2:6]1)=[O:4]. The yield is 0.610. (2) The reactants are [Cl:1][C:2]1[CH:3]=[C:4]([C:8]2[C:12]([CH2:13][O:14][C:15]3[CH:23]=[CH:22][C:18]([C:19]([OH:21])=O)=[CH:17][N:16]=3)=[C:11]([CH3:24])[O:10][N:9]=2)[CH:5]=[CH:6][CH:7]=1.[NH2:25][CH:26]1[CH2:31][CH2:30][O:29][CH2:28][CH2:27]1. No catalyst specified. The product is [Cl:1][C:2]1[CH:3]=[C:4]([C:8]2[C:12]([CH2:13][O:14][C:15]3[CH:23]=[CH:22][C:18]([C:19]([NH:25][CH:26]4[CH2:31][CH2:30][O:29][CH2:28][CH2:27]4)=[O:21])=[CH:17][N:16]=3)=[C:11]([CH3:24])[O:10][N:9]=2)[CH:5]=[CH:6][CH:7]=1. The yield is 0.890. (3) The reactants are O1CCCCC1[N:7]1[C:15]2[C:10](=[CH:11][C:12]([C:16]([NH2:18])=[O:17])=[CH:13][CH:14]=2)[C:9]([C:19]2[CH:24]=[CH:23][CH:22]=[C:21]([NH:25][C:26]([C:28]3[CH:29]=[N:30][CH:31]=[CH:32][CH:33]=3)=[O:27])[CH:20]=2)=[N:8]1.OO.[OH-].[Na+].O. The catalyst is C(O)C. The product is [N:30]1[CH:31]=[CH:32][CH:33]=[C:28]([C:26]([NH:25][C:21]2[CH:20]=[C:19]([C:9]3[C:10]4[C:15](=[CH:14][CH:13]=[C:12]([C:16]([NH2:18])=[O:17])[CH:11]=4)[NH:7][N:8]=3)[CH:24]=[CH:23][CH:22]=2)=[O:27])[CH:29]=1. The yield is 0.300. (4) The reactants are Br[C:2]1[S:3][CH:4]=[CH:5][N:6]=1.[NH:7]1[CH2:12][CH2:11][NH:10][CH2:9][CH2:8]1. The catalyst is C(O)CCC. The product is [S:3]1[CH:4]=[CH:5][N:6]=[C:2]1[N:7]1[CH2:12][CH2:11][NH:10][CH2:9][CH2:8]1. The yield is 0.280. (5) The yield is 0.370. The product is [F:25][C:26]1[CH:31]=[CH:30][C:29]([C:2]2[CH:3]=[N:4][C:5]([C:8]([NH:10][C@H:11]3[CH2:15][CH2:14][N:13]([C:16]4[C:17]5[N:18]([CH:22]=[CH:23][CH:24]=5)[CH:19]=[CH:20][N:21]=4)[CH2:12]3)=[O:9])=[N:6][CH:7]=2)=[CH:28][CH:27]=1. The catalyst is CN(C=O)C.O.C1C=CC(P(C2C=CC=CC=2)[C-]2C=CC=C2)=CC=1.C1C=CC(P(C2C=CC=CC=2)[C-]2C=CC=C2)=CC=1.Cl[Pd]Cl.[Fe+2]. The reactants are Br[C:2]1[CH:3]=[N:4][C:5]([C:8]([NH:10][C@H:11]2[CH2:15][CH2:14][N:13]([C:16]3[C:17]4[N:18]([CH:22]=[CH:23][CH:24]=4)[CH:19]=[CH:20][N:21]=3)[CH2:12]2)=[O:9])=[N:6][CH:7]=1.[F:25][C:26]1[CH:31]=[CH:30][C:29](B(O)O)=[CH:28][CH:27]=1.C([O-])([O-])=O.[K+].[K+].